Dataset: Human liver microsome stability data. Task: Regression/Classification. Given a drug SMILES string, predict its absorption, distribution, metabolism, or excretion properties. Task type varies by dataset: regression for continuous measurements (e.g., permeability, clearance, half-life) or binary classification for categorical outcomes (e.g., BBB penetration, CYP inhibition). Dataset: hlm. (1) The drug is COc1cc2nc(N3CCc4ncccc4C3)nc(N)c2c(-c2ncccn2)c1OC. The result is 0 (unstable in human liver microsomes). (2) The result is 1 (stable in human liver microsomes). The molecule is CC(=O)CC[C@H]1C(=O)N[C@@H](C(C)C)C(=O)N[C@@H](Cc2cccc(O)c2)C(=O)N2CCCC(N2)C(=O)O[C@H](/C(C)=C/C=C/C(=O)N(C)c2ccccn2)C/C=C/C=C/[C@H](O)[C@H](C)[C@H]1O.